Dataset: Volume of distribution at steady state (VDss) regression data from Lombardo et al.. Task: Regression/Classification. Given a drug SMILES string, predict its absorption, distribution, metabolism, or excretion properties. Task type varies by dataset: regression for continuous measurements (e.g., permeability, clearance, half-life) or binary classification for categorical outcomes (e.g., BBB penetration, CYP inhibition). For this dataset (vdss_lombardo), we predict log10(VDss) (log10 of volume of distribution in L/kg). (1) The compound is C=C[C@@H]1CNCC[C@@H]1CCCc1ccnc2ccc(OC)cc12. The log10(VDss) is 1.39. (2) The drug is CC(Oc1cc(-n2cnc3ccc(CN4CC[NH+](C)CC4)cc32)sc1C(N)=O)c1ccccc1C(F)(F)F. The log10(VDss) is 1.08. (3) The molecule is CCC[NH+]1CCCCC1C(=O)Nc1c(C)cccc1C. The log10(VDss) is -0.120. (4) The log10(VDss) is -0.410. The molecule is CCN(CC)CCS(=O)(=O)C1CCN2C(=O)c3coc(n3)CC(=O)CC(O)/C=C(C)/C=C/CNC(=O)/C=C/C(C)C(C(C)C)OC(=O)C12. (5) The molecule is O=C(CCC[NH+]1CC=C(n2c(=O)[nH]c3ccccc32)CC1)c1ccc(F)cc1. The log10(VDss) is 0.150. (6) The molecule is O=C(OC1CC2CC3CC(C1)[NH+]2CC3=O)c1c[nH]c2ccccc12. The log10(VDss) is 0.300.